From a dataset of Reaction yield outcomes from USPTO patents with 853,638 reactions. Predict the reaction yield, written as a fraction of the theoretical maximum amount of product (1.0 means a 100% yield; for example, 0.34 means a 34% yield). (1) The reactants are [ClH:1].C1(C(C2C=CC=CC=2)[N:9]2[CH2:12][CH:11]([N:13]3[CH:17]=[CH:16][C:15]([C:18]4[CH:23]=[CH:22][C:21]([F:24])=[CH:20][CH:19]=4)=[C:14]3[C:25]3[CH:30]=[CH:29][N:28]=[CH:27][CH:26]=3)[CH2:10]2)C=CC=CC=1. The catalyst is C(O)C.[OH-].[OH-].[Pd+2]. The product is [ClH:1].[ClH:1].[NH:9]1[CH2:10][CH:11]([N:13]2[CH:17]=[CH:16][C:15]([C:18]3[CH:19]=[CH:20][C:21]([F:24])=[CH:22][CH:23]=3)=[C:14]2[C:25]2[CH:30]=[CH:29][N:28]=[CH:27][CH:26]=2)[CH2:12]1. The yield is 0.950. (2) The reactants are C[O:2][C:3]1[CH:29]=[CH:28][C:6]([CH2:7][C:8]2[C:12]3[C:13](=[O:27])[N:14]([C:21]4[CH:26]=[CH:25][CH:24]=[CH:23][CH:22]=4)[C:15]4[N:16]=[CH:17][CH:18]=[CH:19][C:20]=4[C:11]=3[NH:10][N:9]=2)=[CH:5][CH:4]=1.Br.O. The catalyst is C(O)(=O)C. The product is [OH:2][C:3]1[CH:29]=[CH:28][C:6]([CH2:7][C:8]2[C:12]3[C:13](=[O:27])[N:14]([C:21]4[CH:26]=[CH:25][CH:24]=[CH:23][CH:22]=4)[C:15]4[N:16]=[CH:17][CH:18]=[CH:19][C:20]=4[C:11]=3[NH:10][N:9]=2)=[CH:5][CH:4]=1. The yield is 0.960.